Dataset: Full USPTO retrosynthesis dataset with 1.9M reactions from patents (1976-2016). Task: Predict the reactants needed to synthesize the given product. (1) The reactants are: [Cl:1][C:2]1[CH:7]=[CH:6][C:5]([C:8]2[N:12]([C:13]3[CH:18]=[CH:17][CH:16]=[CH:15][C:14]=3[Cl:19])[N:11]=[C:10]([C:20]([OH:22])=[O:21])[C:9]=2CC#N)=[CH:4][CH:3]=1.[OH-:26].[Na+].[CH2:28]([OH:30])[CH3:29]. Given the product [C:28]([CH2:29][C:9]1[C:10]([C:20]([OH:22])=[O:21])=[N:11][N:12]([C:13]2[CH:18]=[CH:17][CH:16]=[CH:15][C:14]=2[Cl:19])[C:8]=1[C:5]1[CH:6]=[CH:7][C:2]([Cl:1])=[CH:3][CH:4]=1)([OH:26])=[O:30], predict the reactants needed to synthesize it. (2) Given the product [CH3:46][O:45][C:36]1[CH:37]=[C:38]([O:43][CH3:44])[CH:39]=[C:40]([O:41][CH3:42])[C:35]=1/[CH:34]=[CH:33]/[CH:21]([S:19]([CH:7](/[CH:6]=[CH:5]/[C:4]1[C:47]([O:53][CH3:54])=[CH:48][C:49]([O:51][CH3:52])=[CH:50][C:3]=1[O:2][CH3:1])[C:8]1[CH:13]=[CH:12][C:11]([O:14][CH3:15])=[C:10]([NH2:16])[CH:9]=1)=[O:20])[C:22]1[CH:27]=[CH:26][C:25]([O:28][CH3:29])=[C:24]([NH2:30])[CH:23]=1, predict the reactants needed to synthesize it. The reactants are: [CH3:1][O:2][C:3]1[CH:50]=[C:49]([O:51][CH3:52])[CH:48]=[C:47]([O:53][CH3:54])[C:4]=1/[CH:5]=[CH:6]/[CH:7]([S:19]([CH:21](/[CH:33]=[CH:34]/[C:35]1[C:40]([O:41][CH3:42])=[CH:39][C:38]([O:43][CH3:44])=[CH:37][C:36]=1[O:45][CH3:46])[C:22]1[CH:27]=[CH:26][C:25]([O:28][CH3:29])=[C:24]([N+:30]([O-])=O)[CH:23]=1)=[O:20])[C:8]1[CH:13]=[CH:12][C:11]([O:14][CH3:15])=[C:10]([N+:16]([O-])=O)[CH:9]=1.S(S([O-])=O)([O-])=O.[Na+].[Na+]. (3) Given the product [CH3:1][O:2][C:3](=[O:40])[CH2:4][O:5][C:6]1[CH:11]=[CH:10][C:9]([F:12])=[C:8]([CH2:13][C:14]2[C:22]3[C:17](=[N:18][CH:19]=[C:20]([C:23]4[CH:24]=[N:25][CH:26]=[CH:27][CH:28]=4)[CH:21]=3)[NH:16][CH:15]=2)[C:7]=1[F:39], predict the reactants needed to synthesize it. The reactants are: [CH3:1][O:2][C:3](=[O:40])[CH2:4][O:5][C:6]1[CH:11]=[CH:10][C:9]([F:12])=[C:8]([CH2:13][C:14]2[C:22]3[C:17](=[N:18][CH:19]=[C:20]([C:23]4[CH:24]=[N:25][CH:26]=[CH:27][CH:28]=4)[CH:21]=3)[N:16]([Si](C(C)C)(C(C)C)C(C)C)[CH:15]=2)[C:7]=1[F:39].[F-].C([N+](CCCC)(CCCC)CCCC)CCC. (4) Given the product [ClH:1].[Cl:1][C:2]1[CH:3]=[C:4]([CH:28]=[CH:29][CH:30]=1)[CH2:5][O:6][C@:7]12[C@@H:20]3[N:21]([CH3:24])[CH2:22][CH2:23][C@:12]41[C:13]1[C:14]([O:26][C@H:11]4[C:10](=[O:27])[CH2:9][CH2:8]2)=[C:15]([O:25][CH2:39][C:38]#[CH:37])[CH:16]=[CH:17][C:18]=1[CH2:19]3, predict the reactants needed to synthesize it. The reactants are: [Cl:1][C:2]1[CH:3]=[C:4]([CH:28]=[CH:29][CH:30]=1)[CH2:5][O:6][C@:7]12[C@@H:20]3[N:21]([CH3:24])[CH2:22][CH2:23][C@:12]41[C:13]1[C:14]([O:26][C@H:11]4[C:10](=[O:27])[CH2:9][CH2:8]2)=[C:15]([OH:25])[CH:16]=[CH:17][C:18]=1[CH2:19]3.C([O-])([O-])=O.[K+].[K+].[CH2:37](Br)[C:38]#[CH:39]. (5) Given the product [ClH:1].[Cl:1][C:2]1[CH:7]=[CH:6][C:5]2[C:15]3[CH2:14][NH:13][CH2:18][CH2:17][C:16]=3[NH:8][C:4]=2[C:3]=1[CH3:10], predict the reactants needed to synthesize it. The reactants are: [Cl:1][C:2]1[C:3]([CH3:10])=[C:4]([NH:8]N)[CH:5]=[CH:6][CH:7]=1.O.Cl.[NH:13]1[CH2:18][CH2:17][C:16](=O)[CH2:15][CH2:14]1.Cl. (6) Given the product [OH2:1].[OH:1][C:2]1[CH:10]=[CH:9][C:5]([C:6]([OH:8])=[O:7])=[CH:4][CH:3]=1, predict the reactants needed to synthesize it. The reactants are: [OH:1][C:2]1[CH:10]=[CH:9][C:5]([C:6]([OH:8])=[O:7])=[CH:4][CH:3]=1. (7) Given the product [Cl:16][C:14]1[CH:13]=[CH:12][C:10]2[NH:11][C:7]([C@@H:6]([NH:17][C:18](=[O:33])[C:19]3[CH:24]=[CH:23][C:22]([C:25]([N:27]4[CH2:28][CH2:29][CH2:30][CH2:31]4)=[O:26])=[C:21]([CH3:32])[CH:20]=3)[CH2:5][CH2:4][CH2:3][CH2:2][NH:1][C:49]([CH:46]3[CH2:45][C:44](=[O:43])[NH:48][CH2:47]3)=[O:50])=[N:8][C:9]=2[CH:15]=1, predict the reactants needed to synthesize it. The reactants are: [NH2:1][CH2:2][CH2:3][CH2:4][CH2:5][C@H:6]([NH:17][C:18](=[O:33])[C:19]1[CH:24]=[CH:23][C:22]([C:25]([N:27]2[CH2:31][CH2:30][CH2:29][CH2:28]2)=[O:26])=[C:21]([CH3:32])[CH:20]=1)[C:7]1[NH:11][C:10]2[CH:12]=[CH:13][C:14]([Cl:16])=[CH:15][C:9]=2[N:8]=1.C(N(C(C)C)CC)(C)C.[O:43]=[C:44]1[NH:48][CH2:47][CH:46]([C:49](O)=[O:50])[CH2:45]1. (8) Given the product [Cl:1][C:2]1[CH:8]=[CH:7][CH:6]=[CH:5][C:3]=1[CH2:9][C:10]1[S:34][C:33]([NH:32][C:22]2[CH:23]=[CH:24][C:25]([N:26]3[CH:30]=[C:29]([CH3:31])[N:28]=[CH:27]3)=[C:20]([O:19][CH3:18])[CH:21]=2)=[N:35][C:12]=1[CH3:13], predict the reactants needed to synthesize it. The reactants are: [Cl:1][C:2]1[CH:8]=[CH:7][CH:6]=[CH:5][C:3]=1N.[CH3:9][C:10]([CH:12]=[CH2:13])=O.ClC(Cl)=O.[CH3:18][O:19][C:20]1[CH:21]=[C:22]([NH:32][C:33]([NH2:35])=[S:34])[CH:23]=[CH:24][C:25]=1[N:26]1[CH:30]=[C:29]([CH3:31])[N:28]=[CH:27]1.